This data is from Reaction yield outcomes from USPTO patents with 853,638 reactions. The task is: Predict the reaction yield, written as a fraction of the theoretical maximum amount of product (1.0 means a 100% yield; for example, 0.34 means a 34% yield). (1) The reactants are [C:1]1([C:7]2[N:8]([CH2:16][C:17]3[CH:25]=[CH:24][C:20]([C:21](O)=[O:22])=[CH:19][CH:18]=3)[C:9]3[C:14]([CH:15]=2)=[CH:13][CH:12]=[CH:11][CH:10]=3)[CH:6]=[CH:5][CH:4]=[CH:3][CH:2]=1.Cl.[NH2:27][OH:28].F[P-](F)(F)(F)(F)F.N1(O[P+](N(C)C)(N(C)C)N(C)C)C2C=CC=CC=2N=N1.C(N(CC)CC)C. The catalyst is N1C=CC=CC=1. The yield is 0.170. The product is [OH:28][NH:27][C:21](=[O:22])[C:20]1[CH:24]=[CH:25][C:17]([CH2:16][N:8]2[C:9]3[C:14](=[CH:13][CH:12]=[CH:11][CH:10]=3)[CH:15]=[C:7]2[C:1]2[CH:2]=[CH:3][CH:4]=[CH:5][CH:6]=2)=[CH:18][CH:19]=1. (2) The reactants are [OH:1][C:2]1[CH:7]=[C:6]([CH3:8])[C:5]([CH:9]([CH3:11])[CH3:10])=[CH:4][C:3]=1[C:12](=[O:14])[CH3:13].Cl[C:16]1[C:25]2[C:20](=[CH:21][C:22]([O:28][CH3:29])=[C:23]([O:26][CH3:27])[CH:24]=2)[N:19]=[CH:18][CH:17]=1.O. The catalyst is CN(C)C1C=CN=CC=1.ClC1C=CC=CC=1Cl. The product is [CH3:27][O:26][C:23]1[CH:24]=[C:25]2[C:20](=[CH:21][C:22]=1[O:28][CH3:29])[N:19]=[CH:18][CH:17]=[C:16]2[O:1][C:2]1[CH:7]=[C:6]([CH3:8])[C:5]([CH:9]([CH3:11])[CH3:10])=[CH:4][C:3]=1[C:12](=[O:14])[CH3:13]. The yield is 0.0700. (3) The reactants are [ClH:1].C(OC(=O)[NH:8][CH:9]1[CH2:12][N:11]([C:13]([C:15]2[N:16]=[C:17]3[C:22]([C:23]([F:26])([F:25])[F:24])=[CH:21][C:20]([C:27]4[CH:31]=[C:30]([Br:32])[O:29][CH:28]=4)=[CH:19][N:18]3[CH:33]=2)=[O:14])[CH2:10]1)(C)(C)C. The catalyst is O1CCOCC1. The product is [ClH:1].[NH2:8][CH:9]1[CH2:10][N:11]([C:13]([C:15]2[N:16]=[C:17]3[C:22]([C:23]([F:26])([F:25])[F:24])=[CH:21][C:20]([C:27]4[CH:31]=[C:30]([Br:32])[O:29][CH:28]=4)=[CH:19][N:18]3[CH:33]=2)=[O:14])[CH2:12]1. The yield is 1.00.